This data is from Catalyst prediction with 721,799 reactions and 888 catalyst types from USPTO. The task is: Predict which catalyst facilitates the given reaction. (1) Reactant: [O:1]1[CH:6]([C:7](Cl)=[O:8])[CH2:5][O:4][C:3]2[CH:10]=[CH:11][CH:12]=[CH:13][C:2]1=2.[N:14]1([C:20]2[N:30]=[CH:29][CH:28]=[CH:27][C:21]=2[C:22]([O:24][CH2:25][CH3:26])=[O:23])[CH2:19][CH2:18][NH:17][CH2:16][CH2:15]1. Product: [O:1]1[CH:6]([C:7]([N:17]2[CH2:18][CH2:19][N:14]([C:20]3[N:30]=[CH:29][CH:28]=[CH:27][C:21]=3[C:22]([O:24][CH2:25][CH3:26])=[O:23])[CH2:15][CH2:16]2)=[O:8])[CH2:5][O:4][C:3]2[CH:10]=[CH:11][CH:12]=[CH:13][C:2]1=2. The catalyst class is: 20. (2) Reactant: Br[C:2]1[N:10]2[C:5]([N:6]=[N:7][C:8]3[C:14]([O:15][CH3:16])=[CH:13][C:12]([C:17]([F:20])([F:19])[F:18])=[CH:11][C:9]=32)=[C:4]([CH3:21])[N:3]=1.[F:22][C:23]1[CH:24]=[CH:25][C:26]([CH3:32])=[C:27](B(O)O)[CH:28]=1.C(=O)([O-])[O-].[Na+].[Na+]. Product: [F:22][C:23]1[CH:28]=[CH:27][C:26]([CH3:32])=[C:25]([C:2]2[N:10]3[C:5]([N:6]=[N:7][C:8]4[C:14]([O:15][CH3:16])=[CH:13][C:12]([C:17]([F:20])([F:19])[F:18])=[CH:11][C:9]=43)=[C:4]([CH3:21])[N:3]=2)[CH:24]=1. The catalyst class is: 70. (3) Reactant: [CH2:1]([O:3][CH2:4][C:5]1[N:6]([NH2:18])[C:7]2[C:16]3[N:15]=[CH:14][CH:13]=[CH:12][C:11]=3[N:10]=[CH:9][C:8]=2[N:17]=1)[CH3:2].C(O)(=O)C.CO[C:25](OC)([CH3:27])[CH3:26]. Product: [CH2:1]([O:3][CH2:4][C:5]1[N:6]([N:18]=[C:25]([CH3:27])[CH3:26])[C:7]2[C:16]3[N:15]=[CH:14][CH:13]=[CH:12][C:11]=3[N:10]=[CH:9][C:8]=2[N:17]=1)[CH3:2]. The catalyst class is: 23. (4) Reactant: [Cl:1][C:2]1[CH:11]=[CH:10][C:9]2[NH:8][C:7](=[O:12])[C:6]3=[C:13]([CH3:16])[NH:14][N:15]=[C:5]3[C:4]=2[CH:3]=1.[C:17]([O:21][C:22]([N:24]1[CH2:29][CH2:28][CH2:27][CH2:26][CH:25]1[CH2:30][CH2:31]Br)=[O:23])([CH3:20])([CH3:19])[CH3:18].[H-].[Na+].[OH2:35]. Product: [C:17]([O:21][C:22]([N:24]1[CH2:29][CH2:28][CH2:27][CH2:26][CH:25]1[CH2:30][CH2:31][N:8]1[C:9]2[CH:10]=[CH:11][C:2]([Cl:1])=[CH:3][C:4]=2[C:5]2=[N:15][N:14]([CH:10]3[CH2:11][CH2:2][CH2:3][CH2:4][O:35]3)[C:13]([CH3:16])=[C:6]2[C:7]1=[O:12])=[O:23])([CH3:20])([CH3:19])[CH3:18]. The catalyst class is: 3. (5) Reactant: [Cl:1][C:2]1[CH:3]=[C:4]([NH:8][C:9]2[C:14]3[CH:15]=[CH:16][N:17]([CH2:18][CH3:19])[C:13]=3[C:12]([C:20]([N:22]3[CH2:27][CH2:26][O:25][CH2:24][CH2:23]3)=[O:21])=[CH:11][N:10]=2)[CH:5]=[CH:6][CH:7]=1.Cl. Product: [ClH:1].[Cl:1][C:2]1[CH:3]=[C:4]([NH:8][C:9]2[C:14]3[CH:15]=[CH:16][N:17]([CH2:18][CH3:19])[C:13]=3[C:12]([C:20]([N:22]3[CH2:23][CH2:24][O:25][CH2:26][CH2:27]3)=[O:21])=[CH:11][N:10]=2)[CH:5]=[CH:6][CH:7]=1. The catalyst class is: 27. (6) Reactant: [Br:1][C:2]1[CH:7]=[CH:6][C:5]([C:8]2[CH:12]=[C:11]([CH3:13])[N:10]([C:14]3[C:15](=[O:27])[N:16](C4CCCCO4)[N:17]=[CH:18][C:19]=3[OH:20])[N:9]=2)=[CH:4][CH:3]=1.Cl. Product: [Br:1][C:2]1[CH:7]=[CH:6][C:5]([C:8]2[CH:12]=[C:11]([CH3:13])[N:10]([C:14]3[C:15](=[O:27])[NH:16][N:17]=[CH:18][C:19]=3[OH:20])[N:9]=2)=[CH:4][CH:3]=1. The catalyst class is: 5. (7) Reactant: [S:1]1[CH:5]=[C:4]([CH2:6][OH:7])[N:3]=[CH:2]1.C[Si]([N-][Si](C)(C)C)(C)C.[Li+].[CH:18]1([NH:21][C:22]([C:24]2[CH:25]=[CH:26][C:27]([CH3:43])=[C:28]([NH:30][C:31]([C:33]3[CH:34]=[N:35][C:36](S(C)(=O)=O)=[N:37][CH:38]=3)=[O:32])[CH:29]=2)=[O:23])[CH2:20][CH2:19]1. Product: [CH:18]1([NH:21][C:22]([C:24]2[CH:25]=[CH:26][C:27]([CH3:43])=[C:28]([NH:30][C:31]([C:33]3[CH:34]=[N:35][C:36]([O:7][CH2:6][C:4]4[N:3]=[CH:2][S:1][CH:5]=4)=[N:37][CH:38]=3)=[O:32])[CH:29]=2)=[O:23])[CH2:20][CH2:19]1. The catalyst class is: 1. (8) Reactant: [CH3:1][O:2][C:3]1[CH:4]=[C:5]2[C:10](=[C:11]([O:13]C)[CH:12]=1)[C:9](=O)[CH:8]([C:16]1[CH:21]=[CH:20][C:19]([O:22][CH3:23])=[CH:18][CH:17]=1)[CH2:7][CH2:6]2.OC1C=C(OC)C=C2C=1C(=O)C(C1C=CC(OC)=CC=1)CC2.[BH4-].[Li+].Cl. Product: [CH3:1][O:2][C:3]1[CH:12]=[C:11]([OH:13])[C:10]2[CH:9]=[C:8]([C:16]3[CH:17]=[CH:18][C:19]([O:22][CH3:23])=[CH:20][CH:21]=3)[CH2:7][CH2:6][C:5]=2[CH:4]=1. The catalyst class is: 7. (9) Reactant: [Cl-].[Al+3].[Cl-].[Cl-].[C:5]1([CH2:11][CH2:12][CH2:13][CH2:14][CH2:15][CH2:16][CH2:17][CH2:18][OH:19])[CH:10]=[CH:9][CH:8]=[CH:7][CH:6]=1.[Br:20][CH2:21][C:22](Br)=[O:23].Cl. Product: [Br:20][CH2:21][C:22]([C:8]1[CH:9]=[CH:10][C:5]([CH2:11][CH2:12][CH2:13][CH2:14][CH2:15][CH2:16][CH2:17][CH2:18][OH:19])=[CH:6][CH:7]=1)=[O:23]. The catalyst class is: 4. (10) Reactant: [C:1](Cl)(=[O:4])[O:2][CH3:3].[CH3:6][NH:7][CH2:8][CH2:9][NH:10][S:11]([C:14]1[CH:19]=[CH:18][C:17]([N:20]2[C:24]([C:25]3[CH:30]=[CH:29][C:28]([CH3:31])=[CH:27][CH:26]=3)=[CH:23][C:22]([C:32]([F:35])([F:34])[F:33])=[N:21]2)=[CH:16][CH:15]=1)(=[O:13])=[O:12]. Product: [CH3:6][N:7]([CH2:8][CH2:9][NH:10][S:11]([C:14]1[CH:15]=[CH:16][C:17]([N:20]2[C:24]([C:25]3[CH:30]=[CH:29][C:28]([CH3:31])=[CH:27][CH:26]=3)=[CH:23][C:22]([C:32]([F:35])([F:34])[F:33])=[N:21]2)=[CH:18][CH:19]=1)(=[O:12])=[O:13])[C:1](=[O:4])[O:2][CH3:3]. The catalyst class is: 17.